From a dataset of Forward reaction prediction with 1.9M reactions from USPTO patents (1976-2016). Predict the product of the given reaction. (1) Given the reactants Cl[C:2]1[CH:7]=[C:6]([C:8]2[CH:13]=[C:12]([CH3:14])[C:11]([F:15])=[CH:10][C:9]=2[CH3:16])[N:5]=[C:4]([NH2:17])[N:3]=1.[Cl-].[S:19]([C:23]1[CH:28]=[CH:27][C:26]([CH2:29][CH2:30][NH3+:31])=[CH:25][CH:24]=1)(=[O:22])(=[O:21])[NH2:20], predict the reaction product. The product is: [NH2:17][C:4]1[N:3]=[C:2]([NH:31][CH2:30][CH2:29][C:26]2[CH:25]=[CH:24][C:23]([S:19]([NH2:20])(=[O:21])=[O:22])=[CH:28][CH:27]=2)[CH:7]=[C:6]([C:8]2[CH:13]=[C:12]([CH3:14])[C:11]([F:15])=[CH:10][C:9]=2[CH3:16])[N:5]=1. (2) Given the reactants [N:1]1[C:10]2[C:5](=[CH:6][CH:7]=[CH:8][CH:9]=2)[CH:4]=[C:3]([C:11]2[CH:12]=[CH:13][C:14]3[O:20][CH2:19][CH2:18][N:17](C(OC(C)(C)C)=O)[CH2:16][C:15]=3[CH:28]=2)[CH:2]=1.[ClH:29], predict the reaction product. The product is: [ClH:29].[N:1]1[C:10]2[C:5](=[CH:6][CH:7]=[CH:8][CH:9]=2)[CH:4]=[C:3]([C:11]2[CH:12]=[CH:13][C:14]3[O:20][CH2:19][CH2:18][N:17]=[CH:16][C:15]=3[CH:28]=2)[CH:2]=1. (3) Given the reactants [Cl:1][C:2]1[CH:7]=[CH:6][CH:5]=[CH:4][C:3]=1[C@H:8]([NH2:10])[CH3:9].Br[CH2:12][C:13]1[CH:22]=[CH:21][C:16]([C:17]([O:19][CH3:20])=[O:18])=[CH:15][CH:14]=1.C([O-])([O-])=O.[K+].[K+], predict the reaction product. The product is: [Cl:1][C:2]1[CH:7]=[CH:6][CH:5]=[CH:4][C:3]=1[C@H:8]([NH:10][CH2:12][C:13]1[CH:22]=[CH:21][C:16]([C:17]([O:19][CH3:20])=[O:18])=[CH:15][CH:14]=1)[CH3:9]. (4) Given the reactants C([O:8][C:9]1[CH:10]=[C:11]([CH:29]=[CH:30][CH:31]=1)[C:12]([N:14]1[CH2:19][CH2:18][N:17]([C:20]([NH:22][C:23]2[CH:24]=[N:25][CH:26]=[CH:27][CH:28]=2)=[O:21])[CH2:16][CH2:15]1)=[O:13])C1C=CC=CC=1, predict the reaction product. The product is: [OH:8][C:9]1[CH:10]=[C:11]([CH:29]=[CH:30][CH:31]=1)[C:12]([N:14]1[CH2:15][CH2:16][N:17]([C:20]([NH:22][C:23]2[CH:24]=[N:25][CH:26]=[CH:27][CH:28]=2)=[O:21])[CH2:18][CH2:19]1)=[O:13]. (5) The product is: [F:8][C:9]1[CH:10]=[C:11]([O:15][C:5](=[O:6])[CH2:4][CH2:3][CH2:2][Cl:1])[CH:12]=[CH:13][CH:14]=1. Given the reactants [Cl:1][CH2:2][CH2:3][CH2:4][C:5](Cl)=[O:6].[F:8][C:9]1[CH:10]=[C:11]([OH:15])[CH:12]=[CH:13][CH:14]=1, predict the reaction product. (6) Given the reactants [OH:1][C:2]1[CH:7]=[C:6]([Cl:8])[N:5]=[N:4][C:3]=1Cl.[CH:10]1([C:13]2[CH:18]=[CH:17][CH:16]=[C:15]([CH3:19])[C:14]=2[OH:20])[CH2:12][CH2:11]1.C(N(CCCC)CCCC)CCC.[OH-].[K+].Cl, predict the reaction product. The product is: [Cl:8][C:6]1[N:5]=[N:4][C:3]([O:20][C:14]2[C:15]([CH3:19])=[CH:16][CH:17]=[CH:18][C:13]=2[CH:10]2[CH2:11][CH2:12]2)=[C:2]([OH:1])[CH:7]=1. (7) Given the reactants [OH:1][CH2:2][C:3]1[CH:4]=[C:5]([OH:11])[CH:6]=[C:7]([O:9][CH3:10])[CH:8]=1.Cl[CH2:13][CH2:14][CH2:15][O:16][CH3:17], predict the reaction product. The product is: [CH3:10][O:9][C:7]1[CH:8]=[C:3]([CH2:2][OH:1])[CH:4]=[C:5]([O:11][CH2:13][CH2:14][CH2:15][O:16][CH3:17])[CH:6]=1.